The task is: Predict the product of the given reaction.. This data is from Forward reaction prediction with 1.9M reactions from USPTO patents (1976-2016). (1) Given the reactants [F:1][C:2]1[CH:3]=[C:4]([CH:7]=[CH:8][CH:9]=1)[CH:5]=O.[CH3:10][C:11]([CH3:13])=[O:12].[OH-].[Na+], predict the reaction product. The product is: [F:1][C:2]1[CH:3]=[C:4](/[CH:5]=[CH:10]/[C:11](=[O:12])[CH3:13])[CH:7]=[CH:8][CH:9]=1. (2) Given the reactants [CH3:1][C:2]1[C:7]([CH3:8])=[CH:6][CH:5]=[CH:4][C:3]=1[CH:9]([C:11]1[NH:12][CH:13]=[CH:14][N:15]=1)[CH3:10].C(=O)([O-])[O-].[Cs+].[Cs+].[CH2:22](Br)[C:23]1[CH:28]=[CH:27][CH:26]=[CH:25][CH:24]=1, predict the reaction product. The product is: [CH2:22]([N:15]1[CH:14]=[CH:13][N:12]=[C:11]1[CH:9]([C:3]1[CH:4]=[CH:5][CH:6]=[C:7]([CH3:8])[C:2]=1[CH3:1])[CH3:10])[C:23]1[CH:28]=[CH:27][CH:26]=[CH:25][CH:24]=1. (3) Given the reactants [C:1]([O:5][C:6]([N:8]1[CH2:13][CH2:12][CH:11]([CH2:14][O:15][C:16]2[CH:25]=[C:24]3[C:19]([C:20]([O:26][C:27]4[CH:32]=[CH:31][C:30]([NH2:33])=[CH:29][CH:28]=4)=[CH:21][CH:22]=[N:23]3)=[CH:18][C:17]=2[C:34]#[N:35])[CH2:10][CH2:9]1)=[O:7])([CH3:4])([CH3:3])[CH3:2].C1([O:42][C:43](=O)[NH:44][C:45]2[S:46][CH:47]=[CH:48][N:49]=2)C=CC=CC=1, predict the reaction product. The product is: [C:1]([O:5][C:6]([N:8]1[CH2:13][CH2:12][CH:11]([CH2:14][O:15][C:16]2[CH:25]=[C:24]3[C:19]([C:20]([O:26][C:27]4[CH:32]=[CH:31][C:30]([NH:33][C:43]([NH:44][C:45]5[S:46][CH:47]=[CH:48][N:49]=5)=[O:42])=[CH:29][CH:28]=4)=[CH:21][CH:22]=[N:23]3)=[CH:18][C:17]=2[C:34]#[N:35])[CH2:10][CH2:9]1)=[O:7])([CH3:4])([CH3:2])[CH3:3]. (4) Given the reactants [C:1]([O:5][C:6]([N:8]1[CH2:13][CH2:12][N:11]([C:14]2[CH:19]=[CH:18][C:17]([C:20](=[O:30])[NH:21][CH2:22][CH2:23][C:24]3[CH:29]=[CH:28][CH:27]=[CH:26]C=3)=[CH:16][N:15]=2)[CH2:10][CH2:9]1)=[O:7])([CH3:4])([CH3:3])[CH3:2].C(N1CCNCC1)(OC(C)(C)C)=O.C(N)C1C=CC=CC=1, predict the reaction product. The product is: [C:1]([O:5][C:6]([N:8]1[CH2:9][CH2:10][N:11]([C:14]2[CH:19]=[CH:18][C:17]([C:20](=[O:30])[NH:21][CH2:22][C:23]3[CH:24]=[CH:29][CH:28]=[CH:27][CH:26]=3)=[CH:16][N:15]=2)[CH2:12][CH2:13]1)=[O:7])([CH3:3])([CH3:4])[CH3:2]. (5) Given the reactants [F:1][C:2]1[CH:7]=[CH:6][C:5]([F:8])=[CH:4][C:3]=1[NH:9][C:10]([NH2:12])=[S:11].[O-]CC.[Na+].[C:17]([CH2:19][C:20](OCC)=[O:21])#[N:18], predict the reaction product. The product is: [NH2:18][C:17]1[N:9]([C:3]2[CH:4]=[C:5]([F:8])[CH:6]=[CH:7][C:2]=2[F:1])[C:10](=[S:11])[NH:12][C:20](=[O:21])[CH:19]=1. (6) Given the reactants Cl.CN(C)CCCN=C=NCC.CN1CCOCC1.O.ON1C2C=CC=CC=2N=N1.[F:31][C:32]([F:42])([F:41])[C:33]1[CH:34]=[CH:35][C:36]([NH:39][NH2:40])=[N:37][CH:38]=1.[Cl:43][C:44]1[CH:52]=[CH:51][CH:50]=[C:49]([F:53])[C:45]=1[C:46](O)=[O:47], predict the reaction product. The product is: [F:42][C:32]([F:31])([F:41])[C:33]1[CH:34]=[CH:35][C:36]([N:39]([C:46](=[O:47])[C:45]2[C:49]([F:53])=[CH:50][CH:51]=[CH:52][C:44]=2[Cl:43])[NH2:40])=[N:37][CH:38]=1.